This data is from Reaction yield outcomes from USPTO patents with 853,638 reactions. The task is: Predict the reaction yield, written as a fraction of the theoretical maximum amount of product (1.0 means a 100% yield; for example, 0.34 means a 34% yield). (1) The reactants are C([O:8][C:9]1[C:14]([CH2:15][N:16]2[CH2:25][CH2:24][C:23]3[C:18](=[C:19]([Cl:34])[C:20]([C:27]4[N:31]([CH3:32])[N:30]=[N:29][C:28]=4[CH3:33])=[CH:21][C:22]=3[Br:26])[C:17]2=[O:35])=[C:13]([CH3:36])[CH:12]=[C:11]([CH3:37])[N:10]=1)C1C=CC=CC=1.FC(F)(F)C(O)=O. The catalyst is ClCCl. The product is [Br:26][C:22]1[CH:21]=[C:20]([C:27]2[N:31]([CH3:32])[N:30]=[N:29][C:28]=2[CH3:33])[C:19]([Cl:34])=[C:18]2[C:23]=1[CH2:24][CH2:25][N:16]([CH2:15][C:14]1[C:9](=[O:8])[NH:10][C:11]([CH3:37])=[CH:12][C:13]=1[CH3:36])[C:17]2=[O:35]. The yield is 0.900. (2) The reactants are [Cl:1][C:2]1[CH:7]=[CH:6][N:5]=[C:4]([C:8](Cl)=[O:9])[CH:3]=1.[CH3:11][NH2:12]. The catalyst is C1COCC1.CCO. The product is [Cl:1][C:2]1[CH:7]=[CH:6][N:5]=[C:4]([C:8]([NH:12][CH3:11])=[O:9])[CH:3]=1. The yield is 0.600.